Task: Predict the reaction yield, written as a fraction of the theoretical maximum amount of product (1.0 means a 100% yield; for example, 0.34 means a 34% yield).. Dataset: Reaction yield outcomes from USPTO patents with 853,638 reactions (1) The reactants are [CH3:1][C:2]1[CH:9]=[CH:8][CH:7]=[CH:6][C:3]=1[CH2:4][OH:5].C([Li])CCC.[NH2:15][C:16]1[S:17][C:18]2[C:23]([N:24]([CH3:32])[C@H:25]([CH2:28][CH:29]([CH3:31])[CH3:30])[CH2:26][OH:27])=[N:22][C:21](S(CC3C=CC=CC=3)(=O)=O)=[N:20][C:19]=2[N:43]=1.[NH4+].[Cl-]. The catalyst is C1COCC1.CCOC(C)=O. The product is [NH2:15][C:16]1[S:17][C:18]2[C:23]([N:24]([CH3:32])[C@H:25]([CH2:28][CH:29]([CH3:30])[CH3:31])[CH2:26][OH:27])=[N:22][C:21]([O:5][CH2:4][C:3]3[CH:6]=[CH:7][CH:8]=[CH:9][C:2]=3[CH3:1])=[N:20][C:19]=2[N:43]=1. The yield is 0.0600. (2) The reactants are [F:1][C:2]1[C:7]2[NH:8][C:9](=O)[CH2:10][O:11][C:6]=2[CH:5]=[CH:4][C:3]=1[OH:13]. The catalyst is C1COCC1. The product is [F:1][C:2]1[C:7]2[NH:8][CH2:9][CH2:10][O:11][C:6]=2[CH:5]=[CH:4][C:3]=1[OH:13]. The yield is 1.00. (3) The reactants are [CH:1]1([CH:7]([NH:18][C:19]2[CH:24]=[CH:23][C:22]([C:25]([NH:27][CH2:28][CH2:29][C:30]([O:32]CC)=[O:31])=[O:26])=[CH:21][CH:20]=2)[C:8]2[S:16][C:11]3=[CH:12][N:13]=[CH:14][CH:15]=[C:10]3[C:9]=2[CH3:17])[CH2:6][CH2:5][CH2:4][CH2:3][CH2:2]1.O1CCCC1.[OH-].[Na+]. The catalyst is C(O)C. The product is [CH:1]1([CH:7]([NH:18][C:19]2[CH:20]=[CH:21][C:22]([C:25]([NH:27][CH2:28][CH2:29][C:30]([OH:32])=[O:31])=[O:26])=[CH:23][CH:24]=2)[C:8]2[S:16][C:11]3=[CH:12][N:13]=[CH:14][CH:15]=[C:10]3[C:9]=2[CH3:17])[CH2:6][CH2:5][CH2:4][CH2:3][CH2:2]1. The yield is 0.860. (4) The reactants are [Br:1][C:2]1[CH:3]=[C:4]([N:8]2[C:16]3[C:11](=[CH:12][C:13](I)=[CH:14][CH:15]=3)[C:10]([C:18]([O:20][CH3:21])=[O:19])=[N:9]2)[CH:5]=[CH:6][CH:7]=1.[CH3:22][N:23]1[CH:27]=[CH:26][C:25](B2OC(C)(C)C(C)(C)O2)=[N:24]1.[Cl-].[Li+].C(=O)([O-])[O-].[Na+].[Na+]. The catalyst is COCCOC.O. The product is [Br:1][C:2]1[CH:3]=[C:4]([N:8]2[C:16]3[C:11](=[CH:12][C:13]([C:25]4[CH:26]=[CH:27][N:23]([CH3:22])[N:24]=4)=[CH:14][CH:15]=3)[C:10]([C:18]([O:20][CH3:21])=[O:19])=[N:9]2)[CH:5]=[CH:6][CH:7]=1. The yield is 0.380. (5) The reactants are Br[C:2]1[CH:3]=[CH:4][C:5]([NH:8][CH2:9][C:10]2[CH:15]=[CH:14][C:13]([C:16]([F:19])([F:18])[F:17])=[CH:12][CH:11]=2)=[N:6][CH:7]=1.C([Li])(C)(C)C.CN(C)[CH:27]=[O:28]. The catalyst is O1CCCC1. The product is [F:17][C:16]([F:19])([F:18])[C:13]1[CH:14]=[CH:15][C:10]([CH2:9][NH:8][C:5]2[N:6]=[CH:7][C:2]([CH:27]=[O:28])=[CH:3][CH:4]=2)=[CH:11][CH:12]=1. The yield is 0.560.